From a dataset of Reaction yield outcomes from USPTO patents with 853,638 reactions. Predict the reaction yield, written as a fraction of the theoretical maximum amount of product (1.0 means a 100% yield; for example, 0.34 means a 34% yield). (1) The reactants are C([N:14]1[CH2:17][CH:16]([C:18]2[CH:23]=[CH:22][CH:21]=[CH:20][CH:19]=2)[CH2:15]1)(C1C=CC=CC=1)C1C=CC=CC=1.[H][H]. The catalyst is [OH-].[OH-].[Pd+2].C(O)C. The product is [C:18]1([CH:16]2[CH2:17][NH:14][CH2:15]2)[CH:23]=[CH:22][CH:21]=[CH:20][CH:19]=1. The yield is 0.340. (2) The reactants are [CH2:1]([N:4]1[C:8]2([CH2:14][CH2:13][CH2:12][CH2:11][CH2:10][CH2:9]2)[N:7]=[C:6]([CH:15]([CH3:17])[CH3:16])[C:5]1=[O:18])[CH:2]=[CH2:3].Br[C:20]1[CH:21]=[C:22]2[C:43](=[CH:44][CH:45]=1)[CH2:42][C@:24]1([C:32]3[C:27](=[N:28][CH:29]=[CH:30][CH:31]=3)[N:26]([CH2:33][O:34][CH2:35][CH2:36][Si:37]([CH3:40])([CH3:39])[CH3:38])[C:25]1=[O:41])[CH2:23]2.C(=O)([O-])[O-].[K+].[K+].C(P(C(C)(C)C)C(C)(C)C)(C)(C)C. No catalyst specified. The product is [CH:15]([C:6]1[C:5](=[O:18])[N:4]([CH2:1]/[CH:2]=[CH:3]/[C:45]2[CH:44]=[C:43]3[C:22](=[CH:21][CH:20]=2)[CH2:23][C:24]2([C:32]4[C:27](=[N:28][CH:29]=[CH:30][CH:31]=4)[N:26]([CH2:33][O:34][CH2:35][CH2:36][Si:37]([CH3:40])([CH3:38])[CH3:39])[C:25]2=[O:41])[CH2:42]3)[C:8]2([CH2:9][CH2:10][CH2:11][CH2:12][CH2:13][CH2:14]2)[N:7]=1)([CH3:16])[CH3:17]. The yield is 0.303.